Dataset: Catalyst prediction with 721,799 reactions and 888 catalyst types from USPTO. Task: Predict which catalyst facilitates the given reaction. (1) Reactant: [OH:1][C@H:2]([C:19]1[CH:24]=[CH:23][CH:22]=[CH:21][CH:20]=1)[CH2:3][NH:4][C:5]([C@@H:7]([CH2:16][CH:17]=[CH2:18])[CH2:8][C:9]([O:11][C:12]([CH3:15])([CH3:14])[CH3:13])=[O:10])=[O:6].[C:25](O)(=[O:31])[CH2:26][CH2:27][CH2:28][CH:29]=[CH2:30]. The catalyst class is: 91. Product: [C:25]([O:1][C@H:2]([C:19]1[CH:20]=[CH:21][CH:22]=[CH:23][CH:24]=1)[CH2:3][NH:4][C:5]([C@@H:7]([CH2:16][CH:17]=[CH2:18])[CH2:8][C:9]([O:11][C:12]([CH3:15])([CH3:14])[CH3:13])=[O:10])=[O:6])(=[O:31])[CH2:26][CH2:27][CH2:28][CH:29]=[CH2:30]. (2) Reactant: [CH:1]1([C:4]2[CH:5]=[C:6]([CH:10]3OC(C)(C)C(C)(C)O3)[CH:7]=[CH:8][CH:9]=2)[CH2:3][CH2:2]1.[F:19][C:20]1[CH:21]=[C:22]([CH:32]([NH:34][C:35]([C:37]2[N:38]=C(Cl)[S:40][CH:41]=2)=[O:36])[CH3:33])[CH:23]=[C:24]([F:31])[C:25]=1[NH:26][S:27]([CH3:30])(=[O:29])=[O:28].C([O-])([O-])=O.[Cs+].[Cs+]. Product: [F:31][C:24]1[CH:23]=[C:22]([CH:32]([NH:34][C:35]([C:37]2[N:38]=[C:10]([C:6]3[CH:7]=[CH:8][CH:9]=[C:4]([CH:1]4[CH2:2][CH2:3]4)[CH:5]=3)[S:40][CH:41]=2)=[O:36])[CH3:33])[CH:21]=[C:20]([F:19])[C:25]=1[NH:26][S:27]([CH3:30])(=[O:28])=[O:29]. The catalyst class is: 235.